Dataset: Full USPTO retrosynthesis dataset with 1.9M reactions from patents (1976-2016). Task: Predict the reactants needed to synthesize the given product. (1) The reactants are: Cl.[NH2:2][C:3]1[C:12]2[C:7](=[CH:8][C:9]([Cl:13])=[CH:10][CH:11]=2)[CH:6]([C:14]2[CH:19]=[CH:18][CH:17]=[CH:16][C:15]=2[N+:20]([O-])=O)[CH2:5][N:4]=1.CCCCCCC.N.Cl. Given the product [ClH:13].[NH2:2][C:3]1[C:12]2[C:7](=[CH:8][C:9]([Cl:13])=[CH:10][CH:11]=2)[CH:6]([C:14]2[CH:19]=[CH:18][CH:17]=[CH:16][C:15]=2[NH2:20])[CH2:5][N:4]=1, predict the reactants needed to synthesize it. (2) Given the product [CH3:28][C:11]1[N:10]=[C:9]([C:8]2[C:3](=[O:2])[NH:4][C:5]([NH:29][CH:30]3[CH2:31][CH2:32][O:33][CH2:34][CH2:35]3)=[N:6][CH:7]=2)[CH:14]=[CH:13][C:12]=1[O:15][C:16]1[CH:21]=[CH:20][N:19]=[C:18]([C:22]2[CH:23]=[N:24][N:25]([CH3:27])[CH:26]=2)[CH:17]=1, predict the reactants needed to synthesize it. The reactants are: C[O:2][C:3]1[C:8]([C:9]2[CH:14]=[CH:13][C:12]([O:15][C:16]3[CH:21]=[CH:20][N:19]=[C:18]([C:22]4[CH:23]=[N:24][N:25]([CH3:27])[CH:26]=4)[CH:17]=3)=[C:11]([CH3:28])[N:10]=2)=[CH:7][N:6]=[C:5]([NH:29][CH:30]2[CH2:35][CH2:34][O:33][CH2:32][CH2:31]2)[N:4]=1.[Si](I)(C)(C)C.[O-]S([O-])(=S)=O.[Na+].[Na+].C1COCC1.CCOC(C)=O.